This data is from Forward reaction prediction with 1.9M reactions from USPTO patents (1976-2016). The task is: Predict the product of the given reaction. (1) The product is: [Cl:15][C:16]1[CH:21]=[C:20]([N+:22]([O-:24])=[O:23])[CH:19]=[C:18]([Cl:25])[C:17]=1[CH:8]([C:5]1[CH:6]=[CH:7][C:2]([Cl:1])=[C:3]([C:11]([F:12])([F:13])[F:14])[CH:4]=1)[C:9]#[N:10]. Given the reactants [Cl:1][C:2]1[CH:7]=[CH:6][C:5]([CH2:8][C:9]#[N:10])=[CH:4][C:3]=1[C:11]([F:14])([F:13])[F:12].[Cl:15][C:16]1[CH:21]=[C:20]([N+:22]([O-:24])=[O:23])[CH:19]=[C:18]([Cl:25])[C:17]=1Cl.Cl, predict the reaction product. (2) Given the reactants C[O-].[Na+].[CH3:4][C:5](=[CH2:9])[C:6](=[O:8])[CH3:7].[CH3:10][O:11][CH:12]([C:17]([O:19]C)=O)[C:13]([O:15][CH3:16])=[O:14].Cl, predict the reaction product. The product is: [OH:19][C:17]1[C:12]([O:11][CH3:10])([C:13]([O:15][CH3:16])=[O:14])[CH2:4][CH:5]([CH3:9])[C:6](=[O:8])[CH:7]=1. (3) Given the reactants [F:1][C:2]1[CH:7]=[CH:6][C:5]([C:8]2[C:12]([C:13]3[CH:18]=[CH:17][N:16]=[CH:15][CH:14]=3)=[CH:11][N:10]([CH3:19])[C:9]=2[C:20]([OH:22])=O)=[CH:4][CH:3]=1.Cl.[NH2:24][CH2:25][C:26]([C:28]1[CH:33]=[CH:32][CH:31]=[CH:30][CH:29]=1)=[O:27].Cl.CN(C)CCCN=C=NCC.O.ON1C2C=CC=CC=2N=N1.C(N(CC)CC)C, predict the reaction product. The product is: [F:1][C:2]1[CH:3]=[CH:4][C:5]([C:8]2[C:12]([C:13]3[CH:18]=[CH:17][N:16]=[CH:15][CH:14]=3)=[CH:11][N:10]([CH3:19])[C:9]=2[C:20]([NH:24][CH2:25][C:26](=[O:27])[C:28]2[CH:33]=[CH:32][CH:31]=[CH:30][CH:29]=2)=[O:22])=[CH:6][CH:7]=1. (4) Given the reactants [F:1][C:2]1[CH:22]=[C:21]([S:23]([CH3:26])(=[O:25])=[O:24])[CH:20]=[CH:19][C:3]=1[O:4][C:5]1[C:10]([CH3:11])=[C:9]([O:12][CH:13]2[CH2:18][CH2:17][NH:16][CH2:15][CH2:14]2)[N:8]=[CH:7][N:6]=1.[CH3:27][CH:28]([CH3:35])[CH2:29][CH2:30][CH2:31][C:32](O)=[O:33].CN(C(ON1N=NC2C=CC=NC1=2)=[N+](C)C)C.F[P-](F)(F)(F)(F)F.C(N(CC)CC)C, predict the reaction product. The product is: [F:1][C:2]1[CH:22]=[C:21]([S:23]([CH3:26])(=[O:24])=[O:25])[CH:20]=[CH:19][C:3]=1[O:4][C:5]1[N:6]=[CH:7][N:8]=[C:9]([O:12][CH:13]2[CH2:18][CH2:17][N:16]([C:32](=[O:33])[CH2:31][CH2:30][CH2:29][CH:28]([CH3:35])[CH3:27])[CH2:15][CH2:14]2)[C:10]=1[CH3:11]. (5) Given the reactants C([N:8]([C:16]([O:18][C:19]([CH3:22])([CH3:21])[CH3:20])=[O:17])[C:9]1[CH:10]=[CH:11][C:12](Cl)=[N:13][CH:14]=1)(OC(C)(C)C)=O.CN1C[CH2:27][CH2:26][C:25]1=O.C([Mg]Cl)(C)C.C(O)(=O)CC(CC(O)=O)(C(O)=O)O.C1(C)C(C)=CC=CC=1.CC1CCCCC1, predict the reaction product. The product is: [C:16]([NH:8][C:9]1[CH:10]=[CH:11][C:12]([CH:26]([CH3:27])[CH3:25])=[N:13][CH:14]=1)([O:18][C:19]([CH3:20])([CH3:21])[CH3:22])=[O:17]. (6) Given the reactants [Cl:1][C:2]1[CH:15]=[CH:14][C:5]2[C:6]3[C:12]([CH3:13])=[CH:11][CH:10]=[CH:9][C:7]=3[O:8][C:4]=2[CH:3]=1.[Br:16]N1C(=O)CCC1=O.C(OOC(=O)C1C=CC=CC=1)(=O)C1C=CC=CC=1, predict the reaction product. The product is: [Cl:1][C:2]1[CH:15]=[CH:14][C:5]2[C:6]3[C:12]([CH2:13][Br:16])=[CH:11][CH:10]=[CH:9][C:7]=3[O:8][C:4]=2[CH:3]=1. (7) The product is: [CH3:24][N:16]([CH2:15][CH2:14][CH:13]=[O:12])[C:17](=[O:23])[O:18][C:19]([CH3:22])([CH3:20])[CH3:21]. Given the reactants CC1(C)N([O])C(C)(C)CCC1.[OH:12][CH2:13][CH2:14][CH2:15][N:16]([CH3:24])[C:17](=[O:23])[O:18][C:19]([CH3:22])([CH3:21])[CH3:20].C(=O)([O-])O.[Na+].[O-]Cl.[Na+], predict the reaction product.